Dataset: Full USPTO retrosynthesis dataset with 1.9M reactions from patents (1976-2016). Task: Predict the reactants needed to synthesize the given product. (1) Given the product [C:29]1([C:20]2([C:23]3[CH:24]=[CH:25][CH:26]=[CH:27][CH:28]=3)[CH2:21][CH2:22][N:18]([CH2:17][C:16]3[N:15]=[C:7]([C:6]4[CH:5]=[CH:4][C:3]([C:2]([F:1])([F:13])[F:12])=[CH:11][CH:10]=4)[O:9][N:36]=3)[C:19]2=[O:35])[CH:30]=[CH:31][CH:32]=[CH:33][CH:34]=1, predict the reactants needed to synthesize it. The reactants are: [F:1][C:2]([F:13])([F:12])[C:3]1[CH:11]=[CH:10][C:6]([C:7]([OH:9])=O)=[CH:5][CH:4]=1.O[NH:15]/[C:16](=[N:36]\[H])/[CH2:17][N:18]1[CH2:22][CH2:21][C:20]([C:29]2[CH:34]=[CH:33][CH:32]=[CH:31][CH:30]=2)([C:23]2[CH:28]=[CH:27][CH:26]=[CH:25][CH:24]=2)[C:19]1=[O:35].Cl.C(N=C=NCCCN(C)C)C. (2) Given the product [OH:49][C@H:27]([CH2:28][O:29][C:30]1[CH:35]=[CH:34][C:33]([OH:36])=[C:32]([NH:44][S:45]([CH3:48])(=[O:47])=[O:46])[CH:31]=1)[CH2:26][NH:8][C@H:9]1[CH2:10][CH2:11][C@H:12]([C:15]2[CH:16]=[CH:17][C:18]([O:19][CH2:20][C:21]([OH:23])=[O:22])=[CH:24][CH:25]=2)[CH2:13][CH2:14]1, predict the reactants needed to synthesize it. The reactants are: C([N:8]([CH2:26][C@H:27]([OH:49])[CH2:28][O:29][C:30]1[CH:35]=[CH:34][C:33]([O:36]CC2C=CC=CC=2)=[C:32]([NH:44][S:45]([CH3:48])(=[O:47])=[O:46])[CH:31]=1)[C@H:9]1[CH2:14][CH2:13][C@H:12]([C:15]2[CH:25]=[CH:24][C:18]([O:19][CH2:20][C:21]([OH:23])=[O:22])=[CH:17][CH:16]=2)[CH2:11][CH2:10]1)C1C=CC=CC=1. (3) Given the product [Br:15][C:12]1[CH:13]=[CH:14][C:9]([N:1]2[CH2:7][CH2:6][CH2:5][N:4]([C:9]3[CH:14]=[CH:13][C:12]([Br:15])=[CH:11][N:10]=3)[CH2:3][CH2:2]2)=[N:10][CH:11]=1, predict the reactants needed to synthesize it. The reactants are: [NH:1]1[CH2:7][CH2:6][CH2:5][NH:4][CH2:3][CH2:2]1.Br[C:9]1[CH:14]=[CH:13][C:12]([Br:15])=[CH:11][N:10]=1.C(=O)([O-])[O-].[K+].[K+].O. (4) Given the product [F:15][C:14]1[CH:13]=[CH:12][C:11]([C:16]2[CH:17]=[N:18][N:19]([CH3:21])[CH:20]=2)=[CH:10][C:9]=1[OH:8], predict the reactants needed to synthesize it. The reactants are: C([O:8][C:9]1[CH:10]=[C:11]([C:16]2[CH:17]=[N:18][N:19]([CH3:21])[CH:20]=2)[CH:12]=[CH:13][C:14]=1[F:15])C1C=CC=CC=1.